Dataset: Reaction yield outcomes from USPTO patents with 853,638 reactions. Task: Predict the reaction yield, written as a fraction of the theoretical maximum amount of product (1.0 means a 100% yield; for example, 0.34 means a 34% yield). (1) The reactants are [CH:1]1([NH:6][C:7]2[CH:8]=[C:9]([F:25])[CH:10]=[C:11]3[C:15]=2[NH:14][C:13]([C:16]2[S:17][CH2:18][C@@H:19]([CH2:21][C:22]([OH:24])=[O:23])[N:20]=2)=[CH:12]3)[CH2:5][CH2:4][CH2:3][CH2:2]1.[C:26](Cl)(=O)[CH3:27]. The catalyst is C(O)C.C(OCC)(=O)C. The product is [CH2:26]([O:23][C:22](=[O:24])[CH2:21][C@@H:19]1[CH2:18][S:17][C:16]([C:13]2[NH:14][C:15]3[C:11]([CH:12]=2)=[CH:10][C:9]([F:25])=[CH:8][C:7]=3[NH:6][CH:1]2[CH2:2][CH2:3][CH2:4][CH2:5]2)=[N:20]1)[CH3:27]. The yield is 0.580. (2) The reactants are [CH3:1][C:2]1[CH:8]=[C:7]([CH3:9])[C:6]([N+:10]([O-:12])=[O:11])=[CH:5][C:3]=1[NH2:4].[N:13]([O-])=O.[Na+]. The catalyst is C(O)(=O)C.O. The product is [CH3:9][C:7]1[CH:8]=[C:2]2[C:3](=[CH:5][C:6]=1[N+:10]([O-:12])=[O:11])[NH:4][N:13]=[CH:1]2. The yield is 0.581. (3) The reactants are Cl[CH:2]([C:8](=O)[CH2:9][C:10]1[CH:15]=[CH:14][C:13]([Cl:16])=[CH:12][CH:11]=1)[C:3]([O:5][CH2:6][CH3:7])=[O:4].[C:18]([NH2:26])(=[S:25])[C:19]1[CH:24]=[CH:23][N:22]=[CH:21][CH:20]=1. The catalyst is CC(O)C. The product is [Cl:16][C:13]1[CH:14]=[CH:15][C:10]([CH2:9][C:8]2[N:26]=[C:18]([C:19]3[CH:24]=[CH:23][N:22]=[CH:21][CH:20]=3)[S:25][C:2]=2[C:3]([O:5][CH2:6][CH3:7])=[O:4])=[CH:11][CH:12]=1. The yield is 0.360. (4) The reactants are [H-].[Na+].[OH:3][CH:4]([CH3:24])[CH2:5][N:6]1[CH2:11][CH2:10][N:9]2[N:12]=[C:13]([CH2:15][O:16][C:17]3[CH:22]=[CH:21][CH:20]=[CH:19][CH:18]=3)[CH:14]=[C:8]2[C:7]1=[O:23].I[CH3:26]. The catalyst is C1COCC1. The product is [CH3:26][O:3][CH:4]([CH3:24])[CH2:5][N:6]1[CH2:11][CH2:10][N:9]2[N:12]=[C:13]([CH2:15][O:16][C:17]3[CH:18]=[CH:19][CH:20]=[CH:21][CH:22]=3)[CH:14]=[C:8]2[C:7]1=[O:23]. The yield is 0.490. (5) The reactants are Br[C:2]1[CH:3]=[C:4]([CH2:8][CH2:9][OH:10])[CH:5]=[CH:6][CH:7]=1.C[NH:12][CH2:13][CH2:14]NC.[C:17](=[O:20])([O-])[O-:18].[K+].[K+].[Cl-].[NH4+]. The catalyst is O1CCOCC1.[Cu]I. The product is [OH:10][CH2:9][CH2:8][C:4]1[CH:3]=[C:2]([N:12]2[CH2:13][CH2:14][O:18][C:17]2=[O:20])[CH:7]=[CH:6][CH:5]=1. The yield is 0.640.